From a dataset of Catalyst prediction with 721,799 reactions and 888 catalyst types from USPTO. Predict which catalyst facilitates the given reaction. Reactant: [C:1]([O:5][C:6]([NH:8][CH2:9][C:10]1[CH:11]=[C:12]2[C:17](=[CH:18][CH:19]=1)[CH2:16][CH:15]([CH2:20][O:21][Si](C(C)(C)C)(C)C)[CH2:14][CH2:13]2)=[O:7])([CH3:4])([CH3:3])[CH3:2].[F-].C([N+](CCCC)(CCCC)CCCC)CCC. Product: [C:1]([O:5][C:6]([NH:8][CH2:9][C:10]1[CH:11]=[C:12]2[C:17](=[CH:18][CH:19]=1)[CH2:16][CH:15]([CH2:20][OH:21])[CH2:14][CH2:13]2)=[O:7])([CH3:4])([CH3:3])[CH3:2]. The catalyst class is: 7.